From a dataset of Forward reaction prediction with 1.9M reactions from USPTO patents (1976-2016). Predict the product of the given reaction. (1) Given the reactants Br[C:2]1[S:3][CH:4]=[C:5]([Br:8])[C:6]=1[CH3:7].[C:9]([Cu])#[N:10].CCOCC, predict the reaction product. The product is: [Br:8][C:5]1[C:6]([CH3:7])=[C:2]([C:9]#[N:10])[S:3][CH:4]=1. (2) Given the reactants [Cl:1][C:2]1[CH:18]=[CH:17][C:5]([CH2:6][NH:7][C:8]([NH:10][N:11]([CH2:13][C:14]([OH:16])=O)[CH3:12])=[O:9])=[CH:4][CH:3]=1.[NH2:19][C@@H:20]([CH3:44])[C:21]([N:23]([C@@H:35]([CH3:43])[CH:36]([O:40][CH2:41][CH3:42])[O:37][CH2:38][CH3:39])[CH2:24][C:25]1[CH:26]=[CH:27][CH:28]=[C:29]2[C:34]=1[N:33]=[CH:32][CH:31]=[CH:30]2)=[O:22], predict the reaction product. The product is: [Cl:1][C:2]1[CH:3]=[CH:4][C:5]([CH2:6][NH:7][C:8](=[O:9])[NH:10][N:11]([CH2:13][C:14]([NH:19][C@@H:20]([CH3:44])[C:21]([N:23]([C@@H:35]([CH3:43])[CH:36]([O:40][CH2:41][CH3:42])[O:37][CH2:38][CH3:39])[CH2:24][C:25]2[CH:26]=[CH:27][CH:28]=[C:29]3[C:34]=2[N:33]=[CH:32][CH:31]=[CH:30]3)=[O:22])=[O:16])[CH3:12])=[CH:17][CH:18]=1. (3) Given the reactants [C:1]([C:3]1[C:4](=[O:10])[NH:5][C:6](=[O:9])[NH:7][CH:8]=1)#[N:2].[CH2:11]([N:17]=[C:18]=[O:19])[CH2:12][CH2:13][CH2:14][CH2:15][CH3:16].O, predict the reaction product. The product is: [C:1]([C:3]1[C:4](=[O:10])[NH:5][C:6](=[O:9])[N:7]([C:18]([NH:17][CH2:11][CH2:12][CH2:13][CH2:14][CH2:15][CH3:16])=[O:19])[CH:8]=1)#[N:2]. (4) Given the reactants [C:1]1([P:7]([C:14]2[CH:19]=[CH:18][CH:17]=[CH:16][CH:15]=2)[C:8]2[CH:13]=[CH:12][CH:11]=[CH:10][CH:9]=2)[CH:6]=[CH:5][CH:4]=[CH:3][CH:2]=1.Br[CH2:21][C:22](=[O:27])[C:23]([CH3:26])([CH3:25])[CH3:24].C(=O)(O)[O-].[Na+], predict the reaction product. The product is: [CH3:24][C:23]([CH3:26])([CH3:25])[C:22](=[O:27])[CH:21]=[P:7]([C:1]1[CH:2]=[CH:3][CH:4]=[CH:5][CH:6]=1)([C:8]1[CH:13]=[CH:12][CH:11]=[CH:10][CH:9]=1)[C:14]1[CH:15]=[CH:16][CH:17]=[CH:18][CH:19]=1. (5) Given the reactants [Cl:1][C:2]1[CH:3]=[C:4]([CH:17]=[CH:18][C:19]=1[Cl:20])[CH2:5][N:6]1[CH2:11][CH2:10][CH:9]([N:12]([CH3:16])[CH2:13][CH2:14][NH2:15])[CH2:8][CH2:7]1.[F:21][C:22]1[CH:27]=[CH:26][CH:25]=[CH:24][C:23]=1[CH2:28][C:29](O)=[O:30], predict the reaction product. The product is: [Cl:1][C:2]1[CH:3]=[C:4]([CH:17]=[CH:18][C:19]=1[Cl:20])[CH2:5][N:6]1[CH2:11][CH2:10][CH:9]([N:12]([CH3:16])[CH2:13][CH2:14][NH:15][C:29](=[O:30])[CH2:28][C:23]2[CH:24]=[CH:25][CH:26]=[CH:27][C:22]=2[F:21])[CH2:8][CH2:7]1. (6) The product is: [OH:1][CH2:2][CH:3]([N:10]1[CH:14]=[C:13]([C:15]([OH:17])=[O:16])[CH:12]=[N:11]1)[C:4]1[CH:5]=[CH:6][CH:7]=[CH:8][CH:9]=1. Given the reactants [OH:1][CH2:2][CH:3]([N:10]1[CH:14]=[C:13]([C:15]([O:17]CC)=[O:16])[CH:12]=[N:11]1)[C:4]1[CH:9]=[CH:8][CH:7]=[CH:6][CH:5]=1.[OH-].[Na+].Cl, predict the reaction product. (7) Given the reactants [C:1]1([CH2:7][N:8]2[CH2:13][CH2:12][N:11]([CH2:14][C:15]3[CH:20]=[CH:19][CH:18]=[CH:17][CH:16]=3)[CH2:10][CH:9]2C(OCC)=O)[CH:6]=[CH:5][CH:4]=[CH:3][CH:2]=1.[CH:26]1([Mg]Br)[CH2:28][CH2:27]1.[Cl-].[NH4+].[O:33]1[CH2:37][CH2:36][CH2:35][CH2:34]1, predict the reaction product. The product is: [C:15]1([CH2:14][N:11]2[CH2:10][CH2:9][N:8]([CH2:7][C:1]3[CH:2]=[CH:3][CH:4]=[CH:5][CH:6]=3)[CH2:13][CH:12]2[C:37]([CH:26]2[CH2:28][CH2:27]2)([CH:36]2[CH2:34][CH2:35]2)[OH:33])[CH:20]=[CH:19][CH:18]=[CH:17][CH:16]=1. (8) Given the reactants [C:1]([C:3]1[CH:8]=[CH:7][CH:6]=[CH:5][CH:4]=1)#[CH:2].[Li][CH2:10]CCC.[CH:14](=[O:21])[C:15]1[CH:20]=[CH:19][CH:18]=[CH:17][CH:16]=1.IC, predict the reaction product. The product is: [CH3:10][O:21][CH:14]([C:15]1[CH:20]=[CH:19][CH:18]=[CH:17][CH:16]=1)[C:2]#[C:1][C:3]1[CH:8]=[CH:7][CH:6]=[CH:5][CH:4]=1. (9) The product is: [CH2:1]([O:3][C:4](=[O:27])[CH:5]([O:24][CH2:25][CH3:26])[CH2:6][C:7]1[CH:12]=[CH:11][C:10]([O:13][CH2:14][CH2:15][N:16]([CH2:17][CH2:18][CH2:19][CH2:20][CH2:21][CH2:22][CH3:23])[C:37]([NH:36][C:30]2[CH:31]=[CH:32][C:33]([F:35])=[CH:34][C:29]=2[F:28])=[O:38])=[CH:9][CH:8]=1)[CH3:2]. Given the reactants [CH2:1]([O:3][C:4](=[O:27])[CH:5]([O:24][CH2:25][CH3:26])[CH2:6][C:7]1[CH:12]=[CH:11][C:10]([O:13][CH2:14][CH2:15][NH:16][CH2:17][CH2:18][CH2:19][CH2:20][CH2:21][CH2:22][CH3:23])=[CH:9][CH:8]=1)[CH3:2].[F:28][C:29]1[CH:34]=[C:33]([F:35])[CH:32]=[CH:31][C:30]=1[N:36]=[C:37]=[O:38], predict the reaction product.